Dataset: Reaction yield outcomes from USPTO patents with 853,638 reactions. Task: Predict the reaction yield, written as a fraction of the theoretical maximum amount of product (1.0 means a 100% yield; for example, 0.34 means a 34% yield). (1) The reactants are [Cl:1][C:2]1[C:3]([C:27]2[C:35]3[C:30](=[CH:31][CH:32]=[CH:33][CH:34]=3)[N:29]([CH3:36])[CH:28]=2)=[N:4][C:5]([NH:8][C:9]2[CH:14]=[C:13]([N+:15]([O-])=O)[C:12]([N:18]3[CH2:21][CH:20]([N:22]([CH3:24])[CH3:23])[CH2:19]3)=[CH:11][C:10]=2[O:25][CH3:26])=[N:6][CH:7]=1.[NH4+].[Cl-]. The catalyst is C(O)C.O.[Fe]. The product is [Cl:1][C:2]1[C:3]([C:27]2[C:35]3[C:30](=[CH:31][CH:32]=[CH:33][CH:34]=3)[N:29]([CH3:36])[CH:28]=2)=[N:4][C:5]([NH:8][C:9]2[C:10]([O:25][CH3:26])=[CH:11][C:12]([N:18]3[CH2:19][CH:20]([N:22]([CH3:24])[CH3:23])[CH2:21]3)=[C:13]([NH2:15])[CH:14]=2)=[N:6][CH:7]=1. The yield is 0.980. (2) The reactants are Cl[C:2]1N=C(C2SC(N3CCCC3)=NC=2C2C=C(NS(C3C(F)=CC=CC=3F)(=O)=O)C=CC=2)C=CN=1.[Cl:36][C:37]1[N:42]=[C:41]([CH2:43][C:44]([C:46]2[CH:47]=[C:48]([NH:53][C:54](=[O:59])[O:55][CH2:56][CH:57]=[CH2:58])[CH:49]=[CH:50][C:51]=2[F:52])=O)[CH:40]=[CH:39][N:38]=1.C1C(=O)N(Br)C(=O)C1.[CH3:68][CH:69]([CH3:73])[C:70](=[S:72])[NH2:71]. No catalyst specified. The product is [Cl:36][C:37]1[N:42]=[C:41]([C:43]2[S:72][C:70]([C:69]([CH3:2])([CH3:73])[CH3:68])=[N:71][C:44]=2[C:46]2[CH:47]=[C:48]([NH:53][C:54](=[O:59])[O:55][CH2:56][CH:57]=[CH2:58])[CH:49]=[CH:50][C:51]=2[F:52])[CH:40]=[CH:39][N:38]=1. The yield is 0.449. (3) The reactants are N.[Li].[CH:3]#[CH:4].[Si](O[CH2:13][CH:14]1[CH2:19][CH2:18][CH:17]([CH2:20][O:21]S(C2C=CC(C)=CC=2)(=O)=O)[CH2:16][CH2:15]1)(C(C)(C)C)(C)C. The catalyst is CS(C)=O.C1COCC1. The product is [CH2:13]([CH:14]1[CH2:15][CH2:16][CH:17]([CH2:20][OH:21])[CH2:18][CH2:19]1)[C:3]#[CH:4]. The yield is 0.930. (4) The product is [CH3:8][C:9]1[NH:10][C:11]2[C:16]([C:17]=1[CH:22]=[O:23])=[CH:15][CH:14]=[CH:13][CH:12]=2. The yield is 0.870. No catalyst specified. The reactants are N#N.P(Cl)(Cl)(Cl)=O.[CH3:8][C:9]1[NH:10][C:11]2[C:16]([CH:17]=1)=[CH:15][CH:14]=[CH:13][CH:12]=2.[OH-].[Na+].CN(C)[CH:22]=[O:23].